From a dataset of Full USPTO retrosynthesis dataset with 1.9M reactions from patents (1976-2016). Predict the reactants needed to synthesize the given product. (1) Given the product [Br:1][C:2]1[CH:3]=[CH:4][C:5]([C:8]2[O:12][N:11]=[C:10]([CH3:13])[C:9]=2[NH:14][CH2:18][CH2:17][C:16]([CH3:21])([CH3:20])[CH3:15])=[CH:6][CH:7]=1, predict the reactants needed to synthesize it. The reactants are: [Br:1][C:2]1[CH:7]=[CH:6][C:5]([C:8]2[O:12][N:11]=[C:10]([CH3:13])[C:9]=2[NH2:14])=[CH:4][CH:3]=1.[CH3:15][C:16]([CH3:21])([CH3:20])[CH2:17][CH:18]=O. (2) Given the product [F:24][C:25]1[CH:26]=[CH:27][C:28]([C:31]([F:32])([F:33])[F:34])=[CH:29][C:30]=1[O:1][CH:2]1[CH2:3][CH2:4][N:5]([C:8]([C:10]2[CH:15]=[C:14]([S:16]([CH3:19])(=[O:18])=[O:17])[CH:13]=[CH:12][C:11]=2[O:20][CH:21]([CH3:23])[CH3:22])=[O:9])[CH2:6][CH2:7]1, predict the reactants needed to synthesize it. The reactants are: [OH:1][CH:2]1[CH2:7][CH2:6][N:5]([C:8]([C:10]2[CH:15]=[C:14]([S:16]([CH3:19])(=[O:18])=[O:17])[CH:13]=[CH:12][C:11]=2[O:20][CH:21]([CH3:23])[CH3:22])=[O:9])[CH2:4][CH2:3]1.[F:24][C:25]1[CH:30]=[CH:29][C:28]([C:31]([F:34])([F:33])[F:32])=[CH:27][C:26]=1O.